This data is from Reaction yield outcomes from USPTO patents with 853,638 reactions. The task is: Predict the reaction yield, written as a fraction of the theoretical maximum amount of product (1.0 means a 100% yield; for example, 0.34 means a 34% yield). The reactants are [CH3:1][CH:2]([NH2:24])[C:3]#[C:4][C:5]1[S:9][C:8]([O:10][C:11]2[CH:16]=[CH:15][C:14]([O:17][C:18]3[CH:23]=[CH:22][CH:21]=[CH:20][CH:19]=3)=[CH:13][CH:12]=2)=[N:7][CH:6]=1.C(N(C(C)C)CC)(C)C.Cl[C:35]([O:37][CH3:38])=[O:36]. The catalyst is ClCCl.C(OCC)(=O)C. The product is [CH3:1][CH:2]([NH:24][C:35](=[O:36])[O:37][CH3:38])[C:3]#[C:4][C:5]1[S:9][C:8]([O:10][C:11]2[CH:16]=[CH:15][C:14]([O:17][C:18]3[CH:23]=[CH:22][CH:21]=[CH:20][CH:19]=3)=[CH:13][CH:12]=2)=[N:7][CH:6]=1. The yield is 1.00.